From a dataset of Forward reaction prediction with 1.9M reactions from USPTO patents (1976-2016). Predict the product of the given reaction. Given the reactants [CH3:1][O:2][C:3]1[CH:4]=[C:5]2[C:10](=[CH:11][C:12]=1[O:13][CH3:14])[CH:9]=[C:8]([C:15]#[C:16][C:17]([O:19]CC)=[O:18])[CH2:7][CH2:6]2.[OH-].[K+].Cl, predict the reaction product. The product is: [CH3:1][O:2][C:3]1[CH:4]=[C:5]2[C:10](=[CH:11][C:12]=1[O:13][CH3:14])[CH:9]=[C:8]([C:15]#[C:16][C:17]([OH:19])=[O:18])[CH2:7][CH2:6]2.